Dataset: Forward reaction prediction with 1.9M reactions from USPTO patents (1976-2016). Task: Predict the product of the given reaction. (1) Given the reactants [NH2:1][C:2]1([C:7]([OH:9])=[O:8])[CH2:6][CH2:5][CH2:4][CH2:3]1.CCN(CC)CC.[CH3:17][C:18]([O:21][C:22](O[C:22]([O:21][C:18]([CH3:20])([CH3:19])[CH3:17])=[O:23])=[O:23])([CH3:20])[CH3:19], predict the reaction product. The product is: [C:18]([O:21][C:22]([NH:1][C:2]1([C:7]([OH:9])=[O:8])[CH2:6][CH2:5][CH2:4][CH2:3]1)=[O:23])([CH3:20])([CH3:19])[CH3:17]. (2) Given the reactants [CH2:1]([O:8][CH2:9][C:10]([CH3:14])([CH3:13])[CH2:11]O)[C:2]1[CH:7]=[CH:6][CH:5]=[CH:4][CH:3]=1.N1C=CN=C1.C1(P(C2C=CC=CC=2)C2C=CC=CC=2)C=CC=CC=1.[I:39]I, predict the reaction product. The product is: [I:39][CH2:11][C:10]([CH3:14])([CH3:13])[CH2:9][O:8][CH2:1][C:2]1[CH:7]=[CH:6][CH:5]=[CH:4][CH:3]=1. (3) Given the reactants Br[C:2]1[CH:7]=[CH:6][C:5]([Br:8])=[CH:4][N:3]=1.[H-].[Na+].[OH:11][CH2:12][CH:13]1[CH2:18][CH2:17][N:16]([C:19]([O:21][C:22]([CH3:25])([CH3:24])[CH3:23])=[O:20])[CH2:15][CH2:14]1, predict the reaction product. The product is: [Br:8][C:5]1[CH:6]=[CH:7][C:2]([O:11][CH2:12][CH:13]2[CH2:18][CH2:17][N:16]([C:19]([O:21][C:22]([CH3:25])([CH3:24])[CH3:23])=[O:20])[CH2:15][CH2:14]2)=[N:3][CH:4]=1. (4) Given the reactants [Li]CCCC.C(NC(C)C)(C)C.[F:13][C:14]1[CH:21]=[CH:20][C:17]([C:18]#[N:19])=[CH:16][CH:15]=1.[B:22](OC)([O:25]C)[O:23]C.Cl, predict the reaction product. The product is: [F:13][C:14]1[CH:21]=[CH:20][C:17]([C:18]#[N:19])=[CH:16][C:15]=1[B:22]([OH:25])[OH:23]. (5) Given the reactants [CH3:1][C:2]([NH2:6])([C:4]#[CH:5])[CH3:3].[C:7](O[C:7]([O:9][C:10]([CH3:13])([CH3:12])[CH3:11])=[O:8])([O:9][C:10]([CH3:13])([CH3:12])[CH3:11])=[O:8], predict the reaction product. The product is: [CH3:1][C:2]([NH:6][C:7](=[O:8])[O:9][C:10]([CH3:13])([CH3:12])[CH3:11])([C:4]#[CH:5])[CH3:3]. (6) Given the reactants [Br:1][C:2]1[CH:7]=[CH:6][C:5]([C@H:8]([NH:11][S:12]([C:14]([CH3:17])([CH3:16])[CH3:15])=[O:13])[C:9]#[CH:10])=[CH:4][CH:3]=1.[N:18]([CH2:21][Si:22]([CH3:25])([CH3:24])[CH3:23])=[N+:19]=[N-:20].O=C1O[C@H]([C@H](CO)O)C(O)=C1O, predict the reaction product. The product is: [Br:1][C:2]1[CH:3]=[CH:4][C:5]([C@@H:8]([C:9]2[N:20]=[N:19][N:18]([CH2:21][Si:22]([CH3:25])([CH3:24])[CH3:23])[CH:10]=2)[NH:11][S:12]([C:14]([CH3:17])([CH3:16])[CH3:15])=[O:13])=[CH:6][CH:7]=1. (7) Given the reactants [CH3:1][C:2]1([C:7]2[O:11][C:10]([CH2:12][N:13]3[CH:17]=[CH:16][C:15]([NH2:18])=[N:14]3)=[CH:9][CH:8]=2)[O:6]CCO1.[Cl:19][C:20]1[C:25]([F:26])=[CH:24][C:23](/[CH:27]=[CH:28]/[C:29](O)=[O:30])=[CH:22][C:21]=1[F:32], predict the reaction product. The product is: [C:2]([C:7]1[O:11][C:10]([CH2:12][N:13]2[CH:17]=[CH:16][C:15]([NH:18][C:29](=[O:30])/[CH:28]=[CH:27]/[C:23]3[CH:24]=[C:25]([F:26])[C:20]([Cl:19])=[C:21]([F:32])[CH:22]=3)=[N:14]2)=[CH:9][CH:8]=1)(=[O:6])[CH3:1]. (8) Given the reactants [CH:1]([NH:4][CH:5]([CH3:7])[CH3:6])([CH3:3])[CH3:2].[CH3:8][Si:9]([CH3:24])([CH2:18][CH2:19][Si:20]([CH3:23])([CH3:22])[CH3:21])[CH2:10][CH2:11][CH2:12][O:13][CH2:14][CH:15]1[CH2:17][O:16]1, predict the reaction product. The product is: [CH:1]([N:4]([CH:5]([CH3:7])[CH3:6])[CH2:17][CH:15]([OH:16])[CH2:14][O:13][CH2:12][CH2:11][CH2:10][Si:9]([CH3:8])([CH3:24])[CH2:18][CH2:19][Si:20]([CH3:23])([CH3:22])[CH3:21])([CH3:3])[CH3:2]. (9) Given the reactants [O:1]=[C:2]1[C:11]2[C:6](=[CH:7][CH:8]=[CH:9][CH:10]=2)[C:5]([CH2:12][C:13]([OH:15])=[O:14])=[N:4][N:3]1[CH2:16][C:17]1[S:18][C:19]2[CH:25]=[CH:24][C:23]([C:26]([F:29])([F:28])[F:27])=[CH:22][C:20]=2[N:21]=1.[N:30]([CH2:37][CH2:38][OH:39])([CH2:34][CH2:35][OH:36])[CH2:31][CH2:32][OH:33], predict the reaction product. The product is: [N:30]([CH2:37][CH2:38][OH:39])([CH2:34][CH2:35][OH:36])[CH2:31][CH2:32][OH:33].[O:1]=[C:2]1[C:11]2[C:6](=[CH:7][CH:8]=[CH:9][CH:10]=2)[C:5]([CH2:12][C:13]([OH:15])=[O:14])=[N:4][N:3]1[CH2:16][C:17]1[S:18][C:19]2[CH:25]=[CH:24][C:23]([C:26]([F:29])([F:28])[F:27])=[CH:22][C:20]=2[N:21]=1.